This data is from Forward reaction prediction with 1.9M reactions from USPTO patents (1976-2016). The task is: Predict the product of the given reaction. The product is: [C:18]([O:17][C@@H:9]1[C@@H:8]([CH2:21][O:22][C:23](=[O:25])[CH3:24])[O:7][C@H:6]2[C@H:11]([N:12]=[C:28]([NH:27][CH3:26])[S:29]2)[C@H:10]1[O:13][C:14](=[O:16])[CH3:15])(=[O:20])[CH3:19]. Given the reactants [Cl-].C(O[CH:6]1[C@H:11]([NH3+:12])[C@@H:10]([O:13][C:14](=[O:16])[CH3:15])[C@H:9]([O:17][C:18](=[O:20])[CH3:19])[C@@H:8]([CH2:21][O:22][C:23](=[O:25])[CH3:24])[O:7]1)(=O)C.[CH3:26][N:27]=[C:28]=[S:29].C(N(CC)CC)C.C(O)(C(F)(F)F)=O, predict the reaction product.